From a dataset of Microsomal clearance measurements from AstraZeneca. Regression/Classification. Given a drug SMILES string, predict its absorption, distribution, metabolism, or excretion properties. Task type varies by dataset: regression for continuous measurements (e.g., permeability, clearance, half-life) or binary classification for categorical outcomes (e.g., BBB penetration, CYP inhibition). For this dataset (clearance_microsome_az), we predict log10(clearance) (log10 of the in vitro intrinsic clearance, CLint, in uL/min per mg of human liver microsomal protein, equivalently mL/min/g; values are censored to the assay range of 3 to 150, which is 0.477 to 2.18 on this log10 scale). (1) The compound is OCC(CO)Nc1nc(SCc2cccc(F)c2F)nc2nc(NC3CC3)sc12. The log10(clearance) is 1.66. (2) The compound is Cc1ccc(NC(=O)[C@@H]2CCCN2S(=O)(=O)c2cccc3cccnc23)c(C)c1. The log10(clearance) is 2.18. (3) The log10(clearance) is 1.08. The drug is Cc1cc(-c2ccc(Cl)c(C(=O)NCC3(O)CCCCCC3)c2)n[nH]1.